This data is from TCR-epitope binding with 47,182 pairs between 192 epitopes and 23,139 TCRs. The task is: Binary Classification. Given a T-cell receptor sequence (or CDR3 region) and an epitope sequence, predict whether binding occurs between them. (1) The epitope is IPIQASLPF. The TCR CDR3 sequence is CASSPWGNPDTGELFF. Result: 1 (the TCR binds to the epitope). (2) The epitope is SFHSLHLLF. Result: 1 (the TCR binds to the epitope). The TCR CDR3 sequence is CASTPDRVAKNIQYF. (3) The epitope is RIFTIGTVTLK. The TCR CDR3 sequence is CASSPFGGLEQFF. Result: 0 (the TCR does not bind to the epitope). (4) The epitope is KPLEFGATSAAL. The TCR CDR3 sequence is CASSLGYFADSAQETQYF. Result: 0 (the TCR does not bind to the epitope). (5) The epitope is AMFWSVPTV. The TCR CDR3 sequence is CASSYGEGSGANVLTF. Result: 0 (the TCR does not bind to the epitope). (6) The epitope is KPLEFGATSAAL. Result: 0 (the TCR does not bind to the epitope). The TCR CDR3 sequence is CATSDRQSRSGELFF. (7) Result: 0 (the TCR does not bind to the epitope). The TCR CDR3 sequence is CASSYGENTEAFF. The epitope is LPRRSGAAGA. (8) The epitope is DPFRLLQNSQVFS. The TCR CDR3 sequence is CASSLVLAGGRKQFF. Result: 1 (the TCR binds to the epitope).